From a dataset of Catalyst prediction with 721,799 reactions and 888 catalyst types from USPTO. Predict which catalyst facilitates the given reaction. (1) Reactant: Cl.[NH2:2][C@@H:3]1[C:11]2[C:6](=[C:7]([C:12]3[S:16][C:15]([C:17]4[CH:18]=[CH:19][C:20]([O:25][CH:26]([CH3:28])[CH3:27])=[C:21]([CH:24]=4)[C:22]#[N:23])=[N:14][N:13]=3)[CH:8]=[CH:9][CH:10]=2)[CH2:5][CH2:4]1.Cl[C:30]([O:32][CH3:33])=[O:31]. Product: [CH3:33][O:32][C:30](=[O:31])[NH:2][C@@H:3]1[C:11]2[C:6](=[C:7]([C:12]3[S:16][C:15]([C:17]4[CH:18]=[CH:19][C:20]([O:25][CH:26]([CH3:28])[CH3:27])=[C:21]([C:22]#[N:23])[CH:24]=4)=[N:14][N:13]=3)[CH:8]=[CH:9][CH:10]=2)[CH2:5][CH2:4]1. The catalyst class is: 2. (2) Reactant: [Si](O[C@@H]1[C@@H](CO[Si](C(C)(C)C)(C)C)O[C@@H](N2C3N=CN=C(OC)C=3N=C2)C1)([C:4](C)([CH3:6])[CH3:5])(C)C.N1([O:43][C:44]2[C:45]3[N:46]=[CH:47][N:48]([C:71]=3[N:72]=[CH:73][N:74]=2)[C@@H:49]2[O:70][C@H:60]([CH2:61][O:62][Si:63]([C:66]([CH3:69])([CH3:68])[CH3:67])([CH3:65])[CH3:64])[C@@H:51]([O:52][Si:53]([C:56]([CH3:59])([CH3:58])[CH3:57])([CH3:55])[CH3:54])[CH2:50]2)C2C=CC=CC=2N=N1.C([O-])([O-])=O.[Cs+].[Cs+]. Product: [Si:63]([O:62][C@@H:61]1[C@@H:60]([CH2:51][O:52][Si:53]([C:56]([CH3:57])([CH3:59])[CH3:58])([CH3:54])[CH3:55])[O:70][C@@H:49]([N:48]2[C:71]3[N:72]=[CH:73][N:74]=[C:44]([O:43][CH:4]([CH3:6])[CH3:5])[C:45]=3[N:46]=[CH:47]2)[CH2:50]1)([C:66]([CH3:67])([CH3:69])[CH3:68])([CH3:64])[CH3:65]. The catalyst class is: 41. (3) Reactant: [CH2:1]([S:7][C:8]1[N:13]=[C:12]([CH:14]([OH:16])[CH3:15])[CH:11]=[C:10]([CH3:17])[N:9]=1)[CH2:2][CH2:3][CH2:4][CH2:5][CH3:6].CC(C)=O.OS(O)(=O)=O.O=[Cr](=O)=O.OS(O)(=O)=O. Product: [CH2:1]([S:7][C:8]1[N:13]=[C:12]([C:14](=[O:16])[CH3:15])[CH:11]=[C:10]([CH3:17])[N:9]=1)[CH2:2][CH2:3][CH2:4][CH2:5][CH3:6]. The catalyst class is: 21.